This data is from Kir2.1 potassium channel HTS with 301,493 compounds. The task is: Binary Classification. Given a drug SMILES string, predict its activity (active/inactive) in a high-throughput screening assay against a specified biological target. (1) The result is 0 (inactive). The molecule is O(CC(=O)NCCC=1CCCCC1)c1ncnc2c1cccc2. (2) The molecule is s1c(nc2c1cccc2)/C=C\c1ccc(N(CC)CC)cc1. The result is 0 (inactive). (3) The drug is S(=O)(=O)(N1CCN(CC1)C)c1cc(C(=O)N2CCc3c2cccc3)ccc1. The result is 0 (inactive). (4) The compound is s1c2c(CC(OC2)(C)C)c(c1NC(=O)c1ccccc1)C(OCC)=O. The result is 0 (inactive). (5) The molecule is S(=O)(=O)(N1CCCCC1)c1c(ccc(c1)C(=O)n1nc(cc1C)C)C. The result is 0 (inactive). (6) The drug is S(=O)(=O)(N1CCN(CC1)C(=O)/C=C\c1cc([N+]([O-])=O)ccc1)c1sccc1. The result is 0 (inactive). (7) The molecule is O1N=C(CC1C(=O)NCCCn1ccnc1)c1cc(OC)ccc1. The result is 0 (inactive). (8) The compound is S(c1[nH]c(c(CC)c(=O)n1)C)CC(=O)c1cc(c(cc1)C)C. The result is 0 (inactive). (9) The molecule is S1(=O)(=O)Nc2c(c3c1cccc3)cc(cc2)C. The result is 0 (inactive). (10) The compound is o1c(nc2c1cc(cc2)C(=O)NCc1onc(c1)CC)Cc1cc(OC)c(OC)cc1. The result is 0 (inactive).